Dataset: Catalyst prediction with 721,799 reactions and 888 catalyst types from USPTO. Task: Predict which catalyst facilitates the given reaction. Reactant: [CH3:1][C:2]1[CH:7]=[C:6]([N+:8]([O-:10])=[O:9])[CH:5]=[CH:4][C:3]=1[N:11]=[C:12]1[S:16][CH2:15][C:14]2([CH2:20][CH2:19][CH2:18][CH2:17]2)[NH:13]1.[OH-].[Na+].[CH:23]1(Br)[CH2:27][CH2:26][CH2:25][CH2:24]1.Cl. Product: [CH:23]1([N:13]2[C:14]3([CH2:17][CH2:18][CH2:19][CH2:20]3)[CH2:15][S:16][C:12]2=[N:11][C:3]2[CH:4]=[CH:5][C:6]([N+:8]([O-:10])=[O:9])=[CH:7][C:2]=2[CH3:1])[CH2:27][CH2:26][CH2:25][CH2:24]1. The catalyst class is: 18.